This data is from Reaction yield outcomes from USPTO patents with 853,638 reactions. The task is: Predict the reaction yield, written as a fraction of the theoretical maximum amount of product (1.0 means a 100% yield; for example, 0.34 means a 34% yield). (1) The reactants are [OH:1][C@H:2]1[CH2:19][CH2:18][C@:17]2([CH3:20])[C@H:4]([C:5](=[CH2:29])[CH2:6][C@H:7]3[C@H:16]2[CH2:15][CH2:14][C@:12]2([CH3:13])[C@@H:8]3[CH2:9][C:10](=[CH:22][C:23]3[CH:28]=[CH:27][CH:26]=[CH:25][CH:24]=3)[C:11]2=[O:21])[CH2:3]1.O.[BH4-].[Na+].CC(O)=O. The catalyst is CCO. The product is [CH2:29]=[C:5]1[C@H:4]2[C@@:17]([CH3:20])([CH2:18][CH2:19][C@H:2]([OH:1])[CH2:3]2)[C@H:16]2[C@@H:7]([C@@H:8]3[C@:12]([CH2:14][CH2:15]2)([CH3:13])[C@H:11]([OH:21])[C:10](=[CH:22][C:23]2[CH:24]=[CH:25][CH:26]=[CH:27][CH:28]=2)[CH2:9]3)[CH2:6]1. The yield is 0.990. (2) The reactants are Br[C:2]1[CH2:6][CH2:5][C:4](=[O:7])[C:3]=1[CH3:8].[CH3:9][N:10]1[CH:14]=[C:13](B2OC(C)(C)C(C)(C)O2)[CH:12]=[N:11]1. No catalyst specified. The product is [CH3:8][C:3]1[C:4](=[O:7])[CH2:5][CH2:6][C:2]=1[C:13]1[CH:12]=[N:11][N:10]([CH3:9])[CH:14]=1. The yield is 0.160. (3) The reactants are [CH3:1][S:2]([C:11]1[CH:16]=[CH:15][C:14]([CH2:17][CH2:18][C:19]([O:21][CH3:22])=[O:20])=[CH:13][CH:12]=1)(=[N:4]C(=O)C(F)(F)F)=[O:3].C([O-])([O-])=O.[K+].[K+]. The catalyst is CO. The product is [CH3:1][S:2]([C:11]1[CH:12]=[CH:13][C:14]([CH2:17][CH2:18][C:19]([O:21][CH3:22])=[O:20])=[CH:15][CH:16]=1)(=[NH:4])=[O:3]. The yield is 0.930. (4) The reactants are C1CO[C:8]2[CH:7]=[CH:6][C:5]([NH:11][C:12]3[C:17]([F:18])=[CH:16][N:15]=[C:14]([NH:19][C:20]4[CH:25]=[CH:24][CH:23]=[C:22](O)[CH:21]=4)[N:13]=3)=[CH:4][C:3]=2[O:2]1.ClC1N=C(NC2C=CC=C(O)C=2)C(F)=CN=1.[S:43]1[C:47]2C=CC=CC=2[C:45](CN)=[CH:44]1. No catalyst specified. The product is [S:43]1[C:44]2[CH:45]=[CH:21][CH:22]=[CH:23][C:24]=2[C:25]([CH2:20][NH:19][C:14]2[N:13]=[C:12]([NH:11][C:5]3[CH:6]=[CH:7][CH:8]=[C:3]([OH:2])[CH:4]=3)[C:17]([F:18])=[CH:16][N:15]=2)=[CH:47]1. The yield is 0.530. (5) The reactants are [C:1]([C:3]1[CH:11]=[CH:10][C:6]([C:7](O)=[O:8])=[CH:5][CH:4]=1)#[N:2].CN([C:15]([O:19][N:20]1N=NC2C=CC=N[C:21]1=2)=[N+](C)C)C.F[P-](F)(F)(F)(F)F.CN. The catalyst is C(Cl)Cl.O. The product is [C:1]([C:3]1[CH:11]=[CH:10][C:6]([C:7]([N:20]([O:19][CH3:15])[CH3:21])=[O:8])=[CH:5][CH:4]=1)#[N:2]. The yield is 0.960. (6) The product is [CH3:37][O:36][CH2:35][C@H:31]1[CH2:32][CH2:33][CH2:34][N:30]1[C:28]([C:26]1[CH:25]=[C:20]([CH:19]=[C:18]([C:6]2[O:13][CH:11]=[CH:12][N:8]=2)[CH:27]=1)[C:21]([OH:23])=[O:22])=[O:29]. The reactants are C(O[C:6]([N:8]1[CH2:12][C@H:11]([OH:13])C[C@@H]1C(O)=O)=O)(C)(C)C.Br[C:18]1[CH:19]=[C:20]([CH:25]=[C:26]([C:28]([N:30]2[CH2:34][CH2:33][CH2:32][C@@H:31]2[CH2:35][O:36][CH3:37])=[O:29])[CH:27]=1)[C:21]([O:23]C)=[O:22].BrC1C=C(C=C(C(OC)=O)C=1)C(O)=O.CCN(C(C)C)C(C)C.CN(C(ON1N=NC2C=CC=NC1=2)=[N+](C)C)C.F[P-](F)(F)(F)(F)F.COC[C@H]1CCCN1. The yield is 0.730. The catalyst is ClCCl. (7) The reactants are [F:1][C:2]1[CH:3]=[C:4]([NH:10][C:11](=[O:13])[CH3:12])[CH:5]=[CH:6][C:7]=1[O:8][CH3:9].[N+:14]([O-])([OH:16])=[O:15]. The catalyst is S(=O)(=O)(O)O. The product is [F:1][C:2]1[C:7]([O:8][CH3:9])=[CH:6][C:5]([N+:14]([O-:16])=[O:15])=[C:4]([NH:10][C:11](=[O:13])[CH3:12])[CH:3]=1. The yield is 0.890.